Dataset: Peptide-MHC class II binding affinity with 134,281 pairs from IEDB. Task: Regression. Given a peptide amino acid sequence and an MHC pseudo amino acid sequence, predict their binding affinity value. This is MHC class II binding data. The peptide sequence is EGSSIGKLFTQTMKG. The MHC is DRB1_0404 with pseudo-sequence DRB1_0404. The binding affinity (normalized) is 0.738.